From a dataset of Full USPTO retrosynthesis dataset with 1.9M reactions from patents (1976-2016). Predict the reactants needed to synthesize the given product. (1) Given the product [Br:1][C:2]1[CH:3]=[N:4][CH:5]=[C:6]([O:8][CH2:12][C:13]2[CH:18]=[CH:17][C:16]([C:19]3[CH:24]=[C:23]([O:25][CH3:26])[CH:22]=[CH:21][C:20]=3[F:27])=[C:15]([C:28]([CH3:31])([CH3:30])[CH3:29])[CH:14]=2)[CH:7]=1, predict the reactants needed to synthesize it. The reactants are: [Br:1][C:2]1[CH:3]=[N:4][CH:5]=[C:6]([OH:8])[CH:7]=1.[H-].[Na+].Cl[CH2:12][C:13]1[CH:18]=[CH:17][C:16]([C:19]2[CH:24]=[C:23]([O:25][CH3:26])[CH:22]=[CH:21][C:20]=2[F:27])=[C:15]([C:28]([CH3:31])([CH3:30])[CH3:29])[CH:14]=1. (2) Given the product [CH3:1][C@H:2]1[CH2:30][O:29][C@@:5]2([O:9][C@H:8]3[CH2:10][C@H:11]4[C@@H:16]5[CH2:17][CH:18]=[C:19]6[CH2:24][C@@H:23]([O:25][C@@H:32]7[O:40][C@H:39]([CH2:41][OH:42])[C@@H:37]([OH:38])[C@H:35]([OH:36])[C@H:33]7[O:34][C@@H:32]7[O:40][C@@H:39]([CH3:41])[C@H:37]([OH:38])[C@@H:35]([OH:36])[C@H:33]7[OH:34])[CH2:22][CH2:21][C@:20]6([CH3:26])[C@H:15]5[CH2:14][CH2:13][C@:12]4([CH3:27])[C@H:7]3[C@@H:6]2[CH3:28])[CH2:4][CH2:3]1, predict the reactants needed to synthesize it. The reactants are: [CH3:1][C@H:2]1[CH2:30][O:29][C@@:5]2([O:9][C@H:8]3[CH2:10][C@H:11]4[C@@H:16]5[CH2:17][CH:18]=[C:19]6[CH2:24][C@@H:23]([OH:25])[CH2:22][CH2:21][C@:20]6([CH3:26])[C@H:15]5[CH2:14][CH2:13][C@:12]4([CH3:27])[C@H:7]3[C@@H:6]2[CH3:28])[CH2:4][CH2:3]1.O[CH:32]1[O:40][C@H:39]([CH2:41][OH:42])[C@@H:37]([OH:38])[C@H:35]([OH:36])[C@H:33]1[OH:34]. (3) Given the product [CH3:11][C:8]([CH3:5])=[O:10].[CH2:18]([C:19]([CH3:20])=[O:9])[CH:17]([CH3:22])[CH3:16].[CH2:5]([C:8]([CH3:24])=[O:10])[CH3:6].[C:8]1(=[O:10])[CH2:1][CH2:2][CH2:3][CH2:4][CH2:5]1, predict the reactants needed to synthesize it. The reactants are: [CH3:1][CH2:2][CH2:3][CH2:4][CH:5]([C:8]([OH:10])=[O:9])[CH2:6]C.[C:11](O[CH2:16][CH:17]([CH2:22]C)[CH2:18][CH2:19][CH2:20]C)(=O)C=C.[C:24](=O)([O-])[O-].[Cs+].[Cs+].